Dataset: Catalyst prediction with 721,799 reactions and 888 catalyst types from USPTO. Task: Predict which catalyst facilitates the given reaction. (1) Reactant: [BH4-].[Na+].[CH3:3][CH2:4][C@@:5]1([OH:28])[C:10](=[O:11])[O:9][CH2:8][C:7]2[C:12]([N:14]3[C:26](=[CH:27][C:6]1=2)[C:25]1[C:16](=[CH:17][C:18]2[C:23]([N:24]=1)=[CH:22][CH:21]=[CH:20][CH:19]=2)[CH2:15]3)=[O:13]. Product: [CH2:4]([C:5]1([OH:28])[C:6]2[CH:27]=[C:26]3[N:14]([CH2:15][C:16]4[C:25]3=[N:24][C:23]3[CH:22]=[CH:21][CH:20]=[CH:19][C:18]=3[CH:17]=4)[C:12](=[O:13])[C:7]=2[CH2:8][O:9][CH:10]1[OH:11])[CH3:3]. The catalyst class is: 5. (2) Reactant: [C:1]([O:5][C:6]([NH:8][C@H:9]([C:13]1[CH:18]=[CH:17][C:16]([OH:19])=[CH:15][CH:14]=1)[C:10]([OH:12])=[O:11])=[O:7])([CH3:4])([CH3:3])[CH3:2].[H-].[Na+].[C:22]([Si:26]([CH3:46])([CH3:45])[O:27][CH2:28][CH2:29][N:30]([CH2:35][CH2:36][O:37][Si:38]([C:41]([CH3:44])([CH3:43])[CH3:42])([CH3:40])[CH3:39])[C:31](=[O:34])[CH2:32]Cl)([CH3:25])([CH3:24])[CH3:23].O. Product: [C:41]([Si:38]([CH3:40])([CH3:39])[O:37][CH2:36][CH2:35][N:30]([CH2:29][CH2:28][O:27][Si:26]([CH3:45])([CH3:46])[C:22]([CH3:25])([CH3:24])[CH3:23])[C:31]([CH2:32][O:19][C:16]1[CH:17]=[CH:18][C:13]([C@@H:9]([NH:8][C:6]([O:5][C:1]([CH3:4])([CH3:2])[CH3:3])=[O:7])[C:10]([OH:12])=[O:11])=[CH:14][CH:15]=1)=[O:34])([CH3:44])([CH3:43])[CH3:42]. The catalyst class is: 9. (3) Reactant: [CH3:1][C:2]1([CH3:11])[C:6]2=[CH:7][NH:8][CH:9]=[C:5]2[C:4](=[O:10])[CH2:3]1.[Br:12]N1C(=O)CCC1=O. Product: [Br:12][C:7]1[NH:8][CH:9]=[C:5]2[C:4](=[O:10])[CH2:3][C:2]([CH3:11])([CH3:1])[C:6]=12. The catalyst class is: 7. (4) Reactant: Cl[C:2]1[C:7]([C:8]([F:11])([F:10])[F:9])=[C:6]([O:12][CH2:13][C:14]2([C:20]3[CH:25]=[CH:24][CH:23]=[CH:22][CH:21]=3)[CH2:19][CH2:18][CH2:17][CH2:16][CH2:15]2)[CH:5]=[CH:4][N:3]=1.O.[NH2:27][NH2:28]. Product: [NH:27]([C:2]1[C:7]([C:8]([F:11])([F:10])[F:9])=[C:6]([O:12][CH2:13][C:14]2([C:20]3[CH:25]=[CH:24][CH:23]=[CH:22][CH:21]=3)[CH2:19][CH2:18][CH2:17][CH2:16][CH2:15]2)[CH:5]=[CH:4][N:3]=1)[NH2:28]. The catalyst class is: 12. (5) Reactant: [O:1]1[CH2:3][CH:2]1[CH2:4][O:5][C:6]1[CH:11]=[CH:10][C:9]([N:12]2[CH:16]=[CH:15][N:14]=[CH:13]2)=[CH:8][CH:7]=1.[CH2:17]([NH:19][C:20]([N:22]1[CH2:29][CH:28]2[CH2:30][CH:24]([CH2:25][NH:26][CH2:27]2)[CH2:23]1)=[O:21])[CH3:18].O. Product: [CH2:17]([NH:19][C:20]([N:22]1[CH2:29][CH:28]2[CH2:30][CH:24]([CH2:25][N:26]([CH2:3][CH:2]([OH:1])[CH2:4][O:5][C:6]3[CH:11]=[CH:10][C:9]([N:12]4[CH:16]=[CH:15][N:14]=[CH:13]4)=[CH:8][CH:7]=3)[CH2:27]2)[CH2:23]1)=[O:21])[CH3:18]. The catalyst class is: 32. (6) The catalyst class is: 2. Product: [CH3:1][O:2][C@@H:3]1[O:27][C@H:26]([CH2:28][O:29][CH2:30][C:31]2[CH:36]=[CH:35][C:34]([Cl:37])=[CH:33][C:32]=2[Cl:38])[C@@H:15]([O:16][CH2:17][C:18]2[CH:23]=[CH:22][C:21]([Cl:24])=[CH:20][C:19]=2[Cl:25])[C@H:4]1[OH:5]. Reactant: [CH3:1][O:2][C@@H:3]1[O:27][C@H:26]([CH2:28][O:29][CH2:30][C:31]2[CH:36]=[CH:35][C:34]([Cl:37])=[CH:33][C:32]=2[Cl:38])[C@@H:15]([O:16][CH2:17][C:18]2[CH:23]=[CH:22][C:21]([Cl:24])=[CH:20][C:19]=2[Cl:25])[C@H:4]1[O:5]CC1C=CC(Cl)=CC=1Cl. (7) Reactant: [NH2:1][CH2:2][CH2:3][O:4][CH2:5][CH2:6][O:7][CH2:8][CH2:9][O:10][CH2:11][CH2:12][NH:13][S:14]([C:17]1[CH:22]=[CH:21][C:20]([CH:23]2[C:32]3[C:27](=[C:28]([Cl:34])[CH:29]=[C:30]([Cl:33])[CH:31]=3)[CH2:26][N:25]([CH3:35])[CH2:24]2)=[CH:19][CH:18]=1)(=[O:16])=[O:15].C(O[N:51]1[C:55](=[O:56])[CH2:54][CH2:53][C:52]1=[O:57])(=O)CCC(O[N:51]1[C:55](=[O:56])[CH2:54][CH2:53][C:52]1=[O:57])=O.[CH2:58]([N:60]([CH2:63][CH3:64])[CH2:61][CH3:62])C. Product: [Cl:33][C:30]1[CH:31]=[C:32]2[C:27](=[C:28]([Cl:34])[CH:29]=1)[CH2:26][N:25]([CH3:35])[CH2:24][CH:23]2[C:20]1[CH:19]=[CH:18][C:17]([S:14]([NH:13][CH2:12][CH2:11][O:10][CH2:9][CH2:8][O:7][CH2:6][CH2:5][O:4][CH2:3][CH2:2][NH:1][C:52](=[O:57])[CH2:53][CH2:54][C:55]([NH:51][CH2:2][CH2:3][O:4][CH2:5][CH2:6][O:7][CH2:8][CH2:9][O:10][CH2:11][CH2:12][NH:13][S:14]([C:17]2[CH:18]=[CH:19][C:20]([CH:62]3[C:32]4[C:64](=[C:28]([Cl:34])[CH:29]=[C:30]([Cl:33])[CH:31]=4)[CH2:63][N:60]([CH3:58])[CH2:61]3)=[CH:21][CH:22]=2)(=[O:16])=[O:15])=[O:56])(=[O:16])=[O:15])=[CH:22][CH:21]=1. The catalyst class is: 3.